Task: Predict which catalyst facilitates the given reaction.. Dataset: Catalyst prediction with 721,799 reactions and 888 catalyst types from USPTO (1) Reactant: [NH2:1][C:2]1[CH:3]=[N:4][S:5][C:6]=1[N:7]1[CH2:12][CH2:11][CH2:10][C@H:9]([NH:13][C:14](=[O:20])[O:15][C:16]([CH3:19])([CH3:18])[CH3:17])[CH2:8]1.[C:21]([O:25][C:26]([NH:28][C:29]1[S:37][C:36]2[C:31](=[N:32][CH:33]=[CH:34][CH:35]=2)[C:30]=1[C:38](O)=[O:39])=[O:27])([CH3:24])([CH3:23])[CH3:22].CN(C(ON1N=NC2C=CC=NC1=2)=[N+](C)C)C.F[P-](F)(F)(F)(F)F.CCN(C(C)C)C(C)C. Product: [C:16]([O:15][C:14]([NH:13][C@H:9]1[CH2:10][CH2:11][CH2:12][N:7]([C:6]2[S:5][N:4]=[CH:3][C:2]=2[NH:1][C:38]([C:30]2[C:31]3=[N:32][CH:33]=[CH:34][CH:35]=[C:36]3[S:37][C:29]=2[NH:28][C:26](=[O:27])[O:25][C:21]([CH3:23])([CH3:22])[CH3:24])=[O:39])[CH2:8]1)=[O:20])([CH3:17])([CH3:19])[CH3:18]. The catalyst class is: 3. (2) Reactant: [CH3:1][C:2]1([CH3:16])[CH2:7][O:6][CH:5]([C:8]2[CH:13]=[CH:12][CH:11]=[CH:10][CH:9]=2)[O:4][C@H:3]1[CH:14]=[CH2:15].[H-].C([Al+]CC(C)C)C(C)C. Product: [CH3:1][C:2]([CH3:16])([C@@H:3]([O:4][CH2:5][C:8]1[CH:9]=[CH:10][CH:11]=[CH:12][CH:13]=1)[CH:14]=[CH2:15])[CH2:7][OH:6]. The catalyst class is: 4. (3) Reactant: Br[CH2:2][C:3]1[CH:8]=[CH:7][CH:6]=[CH:5][C:4]=1[F:9].[OH:10][C:11]1[CH:15]=[C:14]([N:16]2[C:20]3[CH:21]=[N:22][CH:23]=[CH:24][C:19]=3[N:18]=[CH:17]2)[S:13][C:12]=1[C:25]([O:27][CH3:28])=[O:26].C(=O)([O-])[O-].[K+].[K+]. Product: [F:9][C:4]1[CH:5]=[CH:6][CH:7]=[CH:8][C:3]=1[CH2:2][O:10][C:11]1[CH:15]=[C:14]([N:16]2[C:20]3[CH:21]=[N:22][CH:23]=[CH:24][C:19]=3[N:18]=[CH:17]2)[S:13][C:12]=1[C:25]([O:27][CH3:28])=[O:26]. The catalyst class is: 3. (4) Reactant: C(OC([N:8]1[CH2:13][CH2:12][N:11]([C:14]2[CH:22]=[CH:21][CH:20]=[C:19]3[C:15]=2[CH:16]=[CH:17][N:18]3[S:23]([C:26]2[CH:31]=[CH:30][CH:29]=[CH:28][CH:27]=2)(=[O:25])=[O:24])[CH2:10][CH2:9]1)=O)(C)(C)C. Product: [C:26]1([S:23]([N:18]2[C:19]3[C:15](=[C:14]([N:11]4[CH2:12][CH2:13][NH:8][CH2:9][CH2:10]4)[CH:22]=[CH:21][CH:20]=3)[CH:16]=[CH:17]2)(=[O:25])=[O:24])[CH:27]=[CH:28][CH:29]=[CH:30][CH:31]=1. The catalyst class is: 55. (5) Reactant: [CH3:1][O:2][C:3](=[O:25])[CH2:4][N:5]1[C:11](=[O:12])[C@@H:10]([NH:13][C:14]([O:16][C:17]([CH3:20])([CH3:19])[CH3:18])=[O:15])[CH2:9][NH:8][C:7]2[CH:21]=[CH:22][CH:23]=[CH:24][C:6]1=2.C[Si]([N-][Si](C)(C)C)(C)C.[Li+].C(OC(NC1C(=O)NC2C=CC=CC=2NC1)=O)(C)(C)C.BrCC(OC)=O. Product: [CH3:1][O:2][C:3](=[O:25])[CH2:4][N:5]1[C:11](=[O:12])[CH:10]([NH:13][C:14]([O:16][C:17]([CH3:20])([CH3:18])[CH3:19])=[O:15])[CH2:9][NH:8][C:7]2[CH:21]=[CH:22][CH:23]=[CH:24][C:6]1=2. The catalyst class is: 56. (6) Reactant: [Cl:1][C:2]1[CH:3]=[CH:4][C:5]([CH3:32])=[C:6]([C:8]2[N:9]([CH2:24][O:25][CH2:26][CH2:27][Si:28]([CH3:31])([CH3:30])[CH3:29])[C:10](B3OC(C)(C)C(C)(C)O3)=[CH:11][C:12]=2[C:13]#[N:14])[CH:7]=1.I[C:34]1[N:39]=[CH:38][N:37]=[C:36]([NH2:40])[CH:35]=1.C([O-])([O-])=O.[Na+].[Na+]. Product: [NH2:40][C:36]1[N:37]=[CH:38][N:39]=[C:34]([C:10]2[N:9]([CH2:24][O:25][CH2:26][CH2:27][Si:28]([CH3:30])([CH3:29])[CH3:31])[C:8]([C:6]3[CH:7]=[C:2]([Cl:1])[CH:3]=[CH:4][C:5]=3[CH3:32])=[C:12]([C:13]#[N:14])[CH:11]=2)[CH:35]=1. The catalyst class is: 294. (7) Reactant: I[C:2]1[CH:3]=[C:4]([CH:14]=[CH:15][CH:16]=1)[O:5][CH2:6][C:7]([O:9][C:10]([CH3:13])([CH3:12])[CH3:11])=[O:8].[CH2:17]([OH:20])[C:18]#[CH:19].C(OCC)(=O)C. Product: [OH:20][CH2:17][C:18]#[C:19][C:2]1[CH:3]=[C:4]([CH:14]=[CH:15][CH:16]=1)[O:5][CH2:6][C:7]([O:9][C:10]([CH3:13])([CH3:12])[CH3:11])=[O:8]. The catalyst class is: 337.